Dataset: Forward reaction prediction with 1.9M reactions from USPTO patents (1976-2016). Task: Predict the product of the given reaction. Given the reactants [OH:1][C:2]1[CH:9]=[CH:8][CH:7]=[CH:6][C:3]=1[CH:4]=O.[CH2:10]([NH2:17])[C:11]1[CH:16]=[CH:15][CH:14]=[CH:13][CH:12]=1.C1(C)C=CC(S(O)(=O)=O)=CC=1, predict the reaction product. The product is: [CH2:10]([N:17]=[CH:4][C:3]1[CH:6]=[CH:7][CH:8]=[CH:9][C:2]=1[OH:1])[C:11]1[CH:16]=[CH:15][CH:14]=[CH:13][CH:12]=1.